Dataset: Full USPTO retrosynthesis dataset with 1.9M reactions from patents (1976-2016). Task: Predict the reactants needed to synthesize the given product. Given the product [C:1]([O:4][C:5]1[CH:13]=[CH:12][C:8]([C:9]([NH2:16])=[O:10])=[CH:7][CH:6]=1)(=[O:3])[CH3:2], predict the reactants needed to synthesize it. The reactants are: [C:1]([O:4][C:5]1[CH:13]=[CH:12][C:8]([C:9](O)=[O:10])=[CH:7][CH:6]=1)(=[O:3])[CH3:2].CC[N:16](CC)CC.ClC(OCC(C)C)=O.Cl.